From a dataset of Full USPTO retrosynthesis dataset with 1.9M reactions from patents (1976-2016). Predict the reactants needed to synthesize the given product. (1) Given the product [F:1][C:2]1[C:7]([O:8][CH3:9])=[CH:6][C:5]([O:10][CH3:11])=[C:4]([F:12])[C:3]=1[N:13]1[C:22](=[O:23])[C:21]2([CH2:25][CH2:24]2)[C:20]2[C:15](=[CH:16][N:17]=[C:18]([C:26]3[CH:27]=[N:28][N:29]([CH:31]4[CH2:34][N:33]([S:50]([CH3:49])(=[O:52])=[O:51])[CH2:32]4)[CH:30]=3)[CH:19]=2)[CH2:14]1, predict the reactants needed to synthesize it. The reactants are: [F:1][C:2]1[C:7]([O:8][CH3:9])=[CH:6][C:5]([O:10][CH3:11])=[C:4]([F:12])[C:3]=1[N:13]1[C:22](=[O:23])[C:21]2([CH2:25][CH2:24]2)[C:20]2[C:15](=[CH:16][N:17]=[C:18]([C:26]3[CH:27]=[N:28][N:29]([CH:31]4[CH2:34][N:33](C(OC(C)(C)C)=O)[CH2:32]4)[CH:30]=3)[CH:19]=2)[CH2:14]1.C(N(CC)CC)C.[CH3:49][S:50](Cl)(=[O:52])=[O:51]. (2) Given the product [CH3:54][S:55]([NH:58][C:18](=[O:19])[CH2:17][CH:14]1[S:13][C:12]([C:9]2[NH:10][C:11]3[C:7]([CH:8]=2)=[CH:6][CH:5]=[CH:4][C:3]=3[N:2]([CH3:1])[S:21]([C:24]2[S:25][CH:26]=[CH:27][CH:28]=2)(=[O:23])=[O:22])=[N:16][CH2:15]1)(=[O:57])=[O:56], predict the reactants needed to synthesize it. The reactants are: [CH3:1][N:2]([S:21]([C:24]1[S:25][CH:26]=[CH:27][CH:28]=1)(=[O:23])=[O:22])[C:3]1[CH:4]=[CH:5][CH:6]=[C:7]2[C:11]=1[NH:10][C:9]([C:12]1[S:13][CH:14]([CH2:17][C:18](O)=[O:19])[CH2:15][N:16]=1)=[CH:8]2.CC1C=CC=C([N+]([O-])=O)C=1C(OC(=O)C1C([N+]([O-])=O)=CC=CC=1C)=O.[CH3:54][S:55]([NH2:58])(=[O:57])=[O:56].Cl. (3) Given the product [N:1]1[C:10]2[C:5](=[C:6]([C:7]3[CH:6]=[CH:21][C:22]4[O:23][C:24]5([O:17][CH2:14][C:9]=4[CH:8]=3)[CH2:5][CH2:10][NH:1][CH2:2][CH2:3]5)[CH:7]=[CH:8][CH:9]=2)[CH:4]=[CH:3][CH:2]=1, predict the reactants needed to synthesize it. The reactants are: [N:1]1[C:10]2[CH:9]=[CH:8][CH:7]=[C:6](B(O)O)[C:5]=2[CH:4]=[CH:3][CH:2]=1.[C:14]([O-:17])(O)=O.[Na+].CO[CH2:21][CH2:22][O:23][CH3:24].O. (4) Given the product [CH:1]([C:4]1[CH:5]=[CH:6][C:7]([C:10]2[N:11]=[C:12]([N:15]([CH2:16][CH2:17][C:18]3[NH:28][N:27]=[N:26][N:19]=3)[CH2:20][C:21]3[S:22][CH:23]=[CH:24][CH:25]=3)[S:13][CH:14]=2)=[CH:8][CH:9]=1)([CH3:3])[CH3:2], predict the reactants needed to synthesize it. The reactants are: [CH:1]([C:4]1[CH:9]=[CH:8][C:7]([C:10]2[N:11]=[C:12]([N:15]([CH2:20][C:21]3[S:22][CH:23]=[CH:24][CH:25]=3)[CH2:16][CH2:17][C:18]#[N:19])[S:13][CH:14]=2)=[CH:6][CH:5]=1)([CH3:3])[CH3:2].[N-:26]=[N+:27]=[N-:28].[Na+].[Cl-].[NH4+].CN(C=O)C. (5) Given the product [CH:7]([N:5]1[CH:6]=[C:2]([B:17]2[O:18][C:19]([CH3:21])([CH3:20])[C:15]([CH3:31])([CH3:14])[O:16]2)[CH:3]=[C:4]1[C:10]([O:12][CH3:13])=[O:11])([CH3:9])[CH3:8], predict the reactants needed to synthesize it. The reactants are: Br[C:2]1[CH:3]=[C:4]([C:10]([O:12][CH3:13])=[O:11])[N:5]([CH:7]([CH3:9])[CH3:8])[CH:6]=1.[CH3:14][C:15]1([CH3:31])[C:19]([CH3:21])([CH3:20])[O:18][B:17]([B:17]2[O:18][C:19]([CH3:21])([CH3:20])[C:15]([CH3:31])([CH3:14])[O:16]2)[O:16]1.CC([O-])=O.[K+].C(OCC)(=O)C. (6) Given the product [CH2:1]([CH:3]1[N:12]2[C:7](=[CH:8][C:9](=[O:18])[C:10]([C:13]([OH:15])=[O:14])=[CH:11]2)[C:6]2[CH:19]=[C:20]([O:27][CH3:28])[C:21]([O:23][CH2:24][CH2:25][CH3:26])=[CH:22][C:5]=2[CH2:4]1)[CH3:2], predict the reactants needed to synthesize it. The reactants are: [CH2:1]([CH:3]1[N:12]2[C:7](=[CH:8][C:9](=[O:18])[C:10]([C:13]([O:15]CC)=[O:14])=[CH:11]2)[C:6]2[CH:19]=[C:20]([O:27][CH3:28])[C:21]([O:23][CH2:24][CH2:25][CH3:26])=[CH:22][C:5]=2[CH2:4]1)[CH3:2].O.[OH-].[Li+].Cl. (7) Given the product [CH3:15][N:13]1[C:14]2[C:10](=[CH:9][C:8]([CH3:16])=[CH:7][C:6]=2[C:4]2[C:3](=[O:17])[NH:32][C:30](=[O:31])[C:29]=2[C:24]2[C:23]3[C:27](=[CH:28][C:20]([C:19]([F:18])([F:33])[F:34])=[CH:21][CH:22]=3)[NH:26][CH:25]=2)[CH:11]=[CH:12]1, predict the reactants needed to synthesize it. The reactants are: CO[C:3](=[O:17])[C:4]([C:6]1[CH:7]=[C:8]([CH3:16])[CH:9]=[C:10]2[C:14]=1[N:13]([CH3:15])[CH:12]=[CH:11]2)=O.[F:18][C:19]([F:34])([F:33])[C:20]1[CH:28]=[C:27]2[C:23]([C:24]([CH2:29][C:30]([NH2:32])=[O:31])=[CH:25][NH:26]2)=[CH:22][CH:21]=1.CC(C)([O-])C.[K+].C1COCC1. (8) Given the product [Cl:1][C:2]1[N:11]=[CH:10][C:9]2[N:8]([CH:12]3[CH2:13][CH2:14][O:15][CH2:16][CH2:17]3)[C:7](=[O:18])[C:6]3([CH3:23])[CH2:19][O:20][CH2:21][CH2:22][N:5]3[C:4]=2[N:3]=1, predict the reactants needed to synthesize it. The reactants are: [Cl:1][C:2]1[N:11]=[CH:10][C:9]2[N:8]([CH:12]3[CH2:17][CH2:16][O:15][CH2:14][CH2:13]3)[C:7](=[O:18])[CH:6]3[CH2:19][O:20][CH2:21][CH2:22][N:5]3[C:4]=2[N:3]=1.[CH3:23]C(C)([O-])C.[Na+].IC.